This data is from Aqueous solubility values for 9,982 compounds from the AqSolDB database. The task is: Regression/Classification. Given a drug SMILES string, predict its absorption, distribution, metabolism, or excretion properties. Task type varies by dataset: regression for continuous measurements (e.g., permeability, clearance, half-life) or binary classification for categorical outcomes (e.g., BBB penetration, CYP inhibition). For this dataset (solubility_aqsoldb), we predict Y. (1) The molecule is CCOC(=O)[C@H](Cc1c[nH]c2ccccc12)N(C)C=O. The Y is -2.27 log mol/L. (2) The compound is O=C([O-])CC(O)(CC(=O)[O-])C(=O)[O-].[NH3+]CCO.[NH3+]CCO.[NH3+]CCO. The Y is -0.0502 log mol/L. (3) The molecule is CP(=O)(O)CCC(N)C(=O)[O-].[NH4+]. The Y is 0.840 log mol/L. (4) The Y is -4.28 log mol/L. The drug is CC(=O)OCCN(CCC#N)c1ccc(N=Nc2ccc([N+](=O)[O-])cc2)cc1. (5) The molecule is O=c1c2ccc3c(=O)n4c5ccccc5nc4c4ccc(c2c34)c2nc3ccccc3n12. The Y is -5.63 log mol/L. (6) The compound is O=C([O-])CC(O)(CC(=O)[O-])C(=O)[O-].[Na+].[Na+].[Na+]. The Y is 0.217 log mol/L. (7) The molecule is CCCC1C(=O)N2C(N(C)C)=Nc3ccc(C)cc3N2C1=O. The Y is -3.54 log mol/L.